Dataset: Full USPTO retrosynthesis dataset with 1.9M reactions from patents (1976-2016). Task: Predict the reactants needed to synthesize the given product. (1) Given the product [Br:9][C:10]1[N:11]=[CH:12][C:13]([NH:16][C:7]([NH:6][C:4](=[O:5])[O:3][CH2:1][CH3:2])=[S:8])=[N:14][CH:15]=1, predict the reactants needed to synthesize it. The reactants are: [CH2:1]([O:3][C:4]([N:6]=[C:7]=[S:8])=[O:5])[CH3:2].[Br:9][C:10]1[N:11]=[CH:12][C:13]([NH2:16])=[N:14][CH:15]=1. (2) The reactants are: [O:1]=[C:2]1[NH:18][C:5]2=[N:6][CH:7]=[C:8]([C:10]3[CH:17]=[CH:16][C:13]([C:14]#[N:15])=[CH:12][CH:11]=3)[N:9]=[C:4]2[N:3]1[CH2:19][CH2:20][CH:21]1[CH2:26][CH2:25][O:24][CH2:23][CH2:22]1.Br[C:28]1[N:33]=C2N(CCC3CCOCC3)C(=O)NC2=N[CH:29]=1.C(C1C=CC(B(O)O)=CC=1)#[N:47].C(=O)([O-])[O-].[Na+].[Na+]. Given the product [CH3:29][C:28]1[NH:33][N:47]=[C:14]([C:13]2[CH:12]=[CH:11][C:10]([C:8]3[N:9]=[C:4]4[N:3]([CH2:19][CH2:20][CH:21]5[CH2:26][CH2:25][O:24][CH2:23][CH2:22]5)[C:2](=[O:1])[NH:18][C:5]4=[N:6][CH:7]=3)=[CH:17][CH:16]=2)[N:15]=1, predict the reactants needed to synthesize it.